Dataset: Reaction yield outcomes from USPTO patents with 853,638 reactions. Task: Predict the reaction yield, written as a fraction of the theoretical maximum amount of product (1.0 means a 100% yield; for example, 0.34 means a 34% yield). (1) The reactants are [Cl:1][C:2]1[CH:3]=[C:4]2[C:13](=[CH:14][CH:15]=1)[C:12]1[CH:11]=[CH:10][CH:9]=[CH:8][C:7]=1[N:6]([S:16]([C:19]1[CH:24]=[CH:23][C:22]([O:25]C)=[CH:21][CH:20]=1)(=[O:18])=[O:17])[CH:5]2[CH3:27].C1CCCCC=1.B(Br)(Br)Br.ClCCl. No catalyst specified. The product is [Cl:1][C:2]1[CH:3]=[C:4]2[C:13](=[CH:14][CH:15]=1)[C:12]1[CH:11]=[CH:10][CH:9]=[CH:8][C:7]=1[N:6]([S:16]([C:19]1[CH:20]=[CH:21][C:22]([OH:25])=[CH:23][CH:24]=1)(=[O:18])=[O:17])[CH:5]2[CH3:27]. The yield is 0.420. (2) The reactants are [Cl-].O[NH3+:3].[C:4](=[O:7])([O-])[OH:5].[Na+].CS(C)=O.[CH:13]([O:16][C:17]1[CH:22]=[CH:21][C:20]([N:23]2[C:28](=[O:29])[C:27]([CH2:30][C:31]3[CH:36]=[CH:35][C:34]([C:37]4[C:38]([C:43]#[N:44])=[CH:39][CH:40]=[CH:41][CH:42]=4)=[CH:33][CH:32]=3)=[C:26]([CH2:45][CH2:46][CH3:47])[N:25]=[C:24]2[CH3:48])=[CH:19][CH:18]=1)([CH3:15])[CH3:14]. The catalyst is O.C(OCC)(=O)C. The product is [CH:13]([O:16][C:17]1[CH:18]=[CH:19][C:20]([N:23]2[C:28](=[O:29])[C:27]([CH2:30][C:31]3[CH:36]=[CH:35][C:34]([C:37]4[CH:42]=[CH:41][CH:40]=[CH:39][C:38]=4[C:43]4[NH:3][C:4](=[O:7])[O:5][N:44]=4)=[CH:33][CH:32]=3)=[C:26]([CH2:45][CH2:46][CH3:47])[N:25]=[C:24]2[CH3:48])=[CH:21][CH:22]=1)([CH3:15])[CH3:14]. The yield is 0.730. (3) The reactants are [F:1][C:2]1[CH:3]=[C:4]([CH:13]2[C:22]([CH3:24])([CH3:23])[CH2:21][C:20]3[C:15](=[CH:16][CH:17]=[C:18]([C:25]([OH:27])=O)[CH:19]=3)[NH:14]2)[CH:5]=[C:6]([N:8]2[CH2:12][CH2:11][CH2:10][CH2:9]2)[CH:7]=1.[CH3:28][S:29]([NH2:32])(=[O:31])=[O:30]. The catalyst is CN(C)C1C=CN=CC=1.ClCCl. The product is [F:1][C:2]1[CH:3]=[C:4]([CH:13]2[C:22]([CH3:24])([CH3:23])[CH2:21][C:20]3[C:15](=[CH:16][CH:17]=[C:18]([C:25]([NH:32][S:29]([CH3:28])(=[O:31])=[O:30])=[O:27])[CH:19]=3)[NH:14]2)[CH:5]=[C:6]([N:8]2[CH2:9][CH2:10][CH2:11][CH2:12]2)[CH:7]=1. The yield is 0.350. (4) The reactants are [OH:1]O.[OH-].[Na+].[O:5]1[C:9]2[CH:10]=[CH:11][C:12]([CH:14]3[CH2:19][CH2:18][N:17]([C:20]([O:22][C:23]([CH3:26])([CH3:25])[CH3:24])=[O:21])[CH2:16][CH:15]3[O:27][CH2:28][C:29]3[CH:34]=[CH:33][CH:32]=[CH:31][C:30]=3[C:35]#[N:36])=[CH:13][C:8]=2[O:7][CH2:6]1. The catalyst is CO. The product is [O:5]1[C:9]2[CH:10]=[CH:11][C:12]([CH:14]3[CH2:19][CH2:18][N:17]([C:20]([O:22][C:23]([CH3:24])([CH3:26])[CH3:25])=[O:21])[CH2:16][CH:15]3[O:27][CH2:28][C:29]3[CH:34]=[CH:33][CH:32]=[CH:31][C:30]=3[C:35](=[O:1])[NH2:36])=[CH:13][C:8]=2[O:7][CH2:6]1. The yield is 0.570. (5) The reactants are Cl[CH2:2][CH2:3][O:4][C:5]1[CH:10]=[CH:9][C:8]([NH:11][C:12](=[O:17])[CH2:13][CH2:14][CH2:15][CH3:16])=[CH:7][C:6]=1[C:18]1[N:19]([CH3:23])[N:20]=[CH:21][CH:22]=1.[OH:24][CH:25]1[CH2:30][CH2:29][NH:28][CH2:27][CH2:26]1.C(=O)([O-])[O-].[K+].[K+]. The catalyst is [I-].C([N+](CCCC)(CCCC)CCCC)CCC.CN(C=O)C. The product is [OH:24][CH:25]1[CH2:30][CH2:29][N:28]([CH2:2][CH2:3][O:4][C:5]2[CH:10]=[CH:9][C:8]([NH:11][C:12](=[O:17])[CH2:13][CH2:14][CH2:15][CH3:16])=[CH:7][C:6]=2[C:18]2[N:19]([CH3:23])[N:20]=[CH:21][CH:22]=2)[CH2:27][CH2:26]1. The yield is 0.850. (6) The reactants are [Cl:1][C:2]1[CH:7]=[CH:6][C:5]([N+:8]([O-])=O)=[CH:4][C:3]=1[S:11][CH2:12][C:13](Cl)=C.[CH3:16]COC(C)=O.O. The catalyst is CC(O)=O.[Fe]. The product is [NH2:8][C:5]1[C:4]2[CH:16]=[C:12]([CH3:13])[S:11][C:3]=2[C:2]([Cl:1])=[CH:7][CH:6]=1. The yield is 0.350. (7) The reactants are [C:1]([O:5][C:6](=[O:31])[NH:7][CH2:8][CH2:9][CH2:10][CH2:11][C@H:12]([NH2:30])[C:13](=[O:29])[NH:14][CH2:15][CH2:16][N:17]([C:19]([O:21][CH2:22][C:23]1[CH:28]=[CH:27][CH:26]=[CH:25][CH:24]=1)=[O:20])[CH3:18])([CH3:4])([CH3:3])C.CCN(C(C)C)C(C)C.[CH3:41][C:42](OC(C)=O)=[O:43]. The catalyst is C(Cl)(Cl)Cl. The product is [CH:1]([O:5][C:6](=[O:31])[NH:7][CH2:8][CH2:9][CH2:10][CH2:11][C@H:12]([NH:30][C:42](=[O:43])[CH3:41])[C:13](=[O:29])[NH:14][CH2:15][CH2:16][N:17]([C:19]([O:21][CH2:22][C:23]1[CH:24]=[CH:25][CH:26]=[CH:27][CH:28]=1)=[O:20])[CH3:18])([CH3:3])[CH3:4]. The yield is 0.990. (8) The yield is 0.860. The catalyst is BrC1C=CC=CC=1.CCOC(C)=O. The product is [CH2:32]([O:31][C:29](=[O:30])[C:28]1[C:11]([OH:10])=[CH:12][C:13]([OH:14])=[N:26][C:27]=1[CH3:34])[CH3:33]. The reactants are ClC1C=C(Cl)C=C(Cl)C=1[O:10][C:11](=O)[CH2:12][C:13](OC1C(Cl)=CC(Cl)=CC=1Cl)=[O:14].[NH2:26]/[C:27](/[CH3:34])=[CH:28]\[C:29]([O:31][CH2:32][CH3:33])=[O:30].